Dataset: Reaction yield outcomes from USPTO patents with 853,638 reactions. Task: Predict the reaction yield, written as a fraction of the theoretical maximum amount of product (1.0 means a 100% yield; for example, 0.34 means a 34% yield). (1) The reactants are [CH2:1]([C:3]1[C:7]([CH2:8][C:9]2[CH:14]=[CH:13][C:12]([N:15]([CH3:20])[S:16]([CH3:19])(=[O:18])=[O:17])=[CH:11][CH:10]=2)=[C:6]([CH2:21][CH3:22])[N:5]([CH2:23][C@@H:24]([NH:26]C(=O)OC(C)(C)C)[CH3:25])[N:4]=1)[CH3:2].[ClH:34]. The catalyst is ClCCl. The product is [ClH:34].[ClH:34].[NH2:26][C@@H:24]([CH3:25])[CH2:23][N:5]1[C:6]([CH2:21][CH3:22])=[C:7]([CH2:8][C:9]2[CH:14]=[CH:13][C:12]([N:15]([CH3:20])[S:16]([CH3:19])(=[O:18])=[O:17])=[CH:11][CH:10]=2)[C:3]([CH2:1][CH3:2])=[N:4]1. The yield is 0.850. (2) The reactants are [NH2:1][C:2]1[CH:11]=[CH:10][C:9]2[C:4](=[CH:5][CH:6]=[N:7][CH:8]=2)[N:3]=1.C(N(CC)CC)C.[Cl:19][C:20]1[CH:25]=[CH:24][C:23]([S:26](Cl)(=[O:28])=[O:27])=[CH:22][CH:21]=1.C(=O)(O)[O-].[Na+]. The catalyst is ClCCl. The product is [Cl:19][C:20]1[CH:25]=[CH:24][C:23]([S:26]([NH:1][C:2]2[CH:11]=[CH:10][C:9]3[C:4](=[CH:5][CH:6]=[N:7][CH:8]=3)[N:3]=2)(=[O:28])=[O:27])=[CH:22][CH:21]=1. The yield is 0.214.